Dataset: Forward reaction prediction with 1.9M reactions from USPTO patents (1976-2016). Task: Predict the product of the given reaction. Given the reactants [Br:1][C:2]1[CH:3]=[CH:4][C:5]2[NH:11][C:10](=O)[CH2:9][NH:8][C:7](=O)[C:6]=2[CH:14]=1.C1COCC1.[H-].[Al+3].[Li+].[H-].[H-].[H-].[OH-].[Na+], predict the reaction product. The product is: [Br:1][C:2]1[CH:3]=[CH:4][C:5]2[NH:11][CH2:10][CH2:9][NH:8][CH2:7][C:6]=2[CH:14]=1.